Dataset: Peptide-MHC class II binding affinity with 134,281 pairs from IEDB. Task: Regression. Given a peptide amino acid sequence and an MHC pseudo amino acid sequence, predict their binding affinity value. This is MHC class II binding data. (1) The peptide sequence is KNIPQPVRALLEGFL. The MHC is HLA-DPA10103-DPB10301 with pseudo-sequence HLA-DPA10103-DPB10301. The binding affinity (normalized) is 0.228. (2) The peptide sequence is CGDGIFIFRDSDDWL. The MHC is HLA-DQA10102-DQB10501 with pseudo-sequence HLA-DQA10102-DQB10501. The binding affinity (normalized) is 0.403. (3) The peptide sequence is GFKAAVAAAASVP. The MHC is DRB1_1101 with pseudo-sequence DRB1_1101. The binding affinity (normalized) is 0.759. (4) The peptide sequence is VCKHTYVDRGWGNGC. The MHC is DRB1_0405 with pseudo-sequence DRB1_0405. The binding affinity (normalized) is 0.119. (5) The peptide sequence is LEVLNFDFQANAQLS. The MHC is DRB4_0101 with pseudo-sequence DRB4_0103. The binding affinity (normalized) is 0.580.